Dataset: NCI-60 drug combinations with 297,098 pairs across 59 cell lines. Task: Regression. Given two drug SMILES strings and cell line genomic features, predict the synergy score measuring deviation from expected non-interaction effect. (1) Synergy scores: CSS=-3.28, Synergy_ZIP=1.62, Synergy_Bliss=0.287, Synergy_Loewe=-2.11, Synergy_HSA=-3.67. Drug 2: CCC1(CC2CC(C3=C(CCN(C2)C1)C4=CC=CC=C4N3)(C5=C(C=C6C(=C5)C78CCN9C7C(C=CC9)(C(C(C8N6C)(C(=O)OC)O)OC(=O)C)CC)OC)C(=O)OC)O.OS(=O)(=O)O. Cell line: EKVX. Drug 1: C(=O)(N)NO. (2) Drug 1: CC(C)(C#N)C1=CC(=CC(=C1)CN2C=NC=N2)C(C)(C)C#N. Drug 2: C1C(C(OC1N2C=NC(=NC2=O)N)CO)O. Cell line: UACC-257. Synergy scores: CSS=-1.80, Synergy_ZIP=1.77, Synergy_Bliss=-0.424, Synergy_Loewe=1.65, Synergy_HSA=-3.34. (3) Cell line: OVCAR-4. Synergy scores: CSS=2.50, Synergy_ZIP=-8.47, Synergy_Bliss=-11.7, Synergy_Loewe=-11.3, Synergy_HSA=-8.88. Drug 1: CC1CCC2CC(C(=CC=CC=CC(CC(C(=O)C(C(C(=CC(C(=O)CC(OC(=O)C3CCCCN3C(=O)C(=O)C1(O2)O)C(C)CC4CCC(C(C4)OC)OCCO)C)C)O)OC)C)C)C)OC. Drug 2: CCC1(C2=C(COC1=O)C(=O)N3CC4=CC5=C(C=CC(=C5CN(C)C)O)N=C4C3=C2)O.Cl. (4) Drug 1: CCC1=C2CN3C(=CC4=C(C3=O)COC(=O)C4(CC)O)C2=NC5=C1C=C(C=C5)O. Drug 2: C1CN(CCN1C(=O)CCBr)C(=O)CCBr. Cell line: BT-549. Synergy scores: CSS=40.6, Synergy_ZIP=-4.25, Synergy_Bliss=-0.929, Synergy_Loewe=-13.0, Synergy_HSA=5.85. (5) Drug 1: CN(C)C1=NC(=NC(=N1)N(C)C)N(C)C. Drug 2: CC1=C(C(=O)C2=C(C1=O)N3CC4C(C3(C2COC(=O)N)OC)N4)N. Cell line: HOP-62. Synergy scores: CSS=40.0, Synergy_ZIP=0.167, Synergy_Bliss=-2.95, Synergy_Loewe=-49.2, Synergy_HSA=-5.82. (6) Drug 1: CN(C)N=NC1=C(NC=N1)C(=O)N. Drug 2: C1=NC2=C(N=C(N=C2N1C3C(C(C(O3)CO)O)O)F)N. Cell line: SNB-19. Synergy scores: CSS=-4.30, Synergy_ZIP=-5.35, Synergy_Bliss=-15.6, Synergy_Loewe=-25.7, Synergy_HSA=-17.6.